From a dataset of Full USPTO retrosynthesis dataset with 1.9M reactions from patents (1976-2016). Predict the reactants needed to synthesize the given product. (1) Given the product [Cl:1][C:2]1[CH:7]=[C:6]([C:12]2[CH:11]=[N:10][CH:15]=[CH:14][CH:13]=2)[CH:5]=[C:4]([Cl:9])[N:3]=1, predict the reactants needed to synthesize it. The reactants are: [Cl:1][C:2]1[CH:7]=[C:6](I)[CH:5]=[C:4]([Cl:9])[N:3]=1.[N:10]1[CH:15]=[CH:14][CH:13]=[C:12](B2OC(C)(C)C(C)(C)O2)[CH:11]=1.C1(P(C2CCCCC2)C2CCCCC2)CCCCC1.C(#N)C.[O-]P([O-])([O-])=O.[K+].[K+].[K+].C(O)(=O)CC(CC(O)=O)(C(O)=O)O. (2) Given the product [CH3:17][C@@H:12]1[CH2:13][CH2:14][CH2:15][CH2:16][C@H:11]1[N:10]1[C:7]2[CH:8]=[CH:9][C:4]([C:3]([OH:2])=[O:27])=[CH:5][C:6]=2[N:18]=[C:19]1[CH2:20][C:21]1[S:25][CH:24]=[N:23][CH:22]=1, predict the reactants needed to synthesize it. The reactants are: C[O:2][C:3](=[O:27])[C:4]1[CH:9]=[CH:8][C:7]([NH:10][C@@H:11]2[CH2:16][CH2:15][CH2:14][CH2:13][C@H:12]2[CH3:17])=[C:6]([NH:18][C:19](=O)[CH2:20][C:21]2[S:25][CH:24]=[N:23][CH:22]=2)[CH:5]=1.CO.[OH-].[Na+]. (3) Given the product [C:1]([NH:5][S:6]([CH2:9][CH:10]([NH2:25])[C:12]1[CH:17]=[CH:16][C:15]([F:18])=[CH:14][CH:13]=1)(=[O:8])=[O:7])([CH3:4])([CH3:3])[CH3:2], predict the reactants needed to synthesize it. The reactants are: [C:1]([NH:5][S:6]([CH2:9][C:10]([C:12]1[CH:17]=[CH:16][C:15]([F:18])=[CH:14][CH:13]=1)=O)(=[O:8])=[O:7])([CH3:4])([CH3:3])[CH3:2].C([O-])(=O)C.[NH4+].C([BH3-])#[N:25].[Na+]. (4) Given the product [NH:24]1[C:32]2[C:27](=[CH:28][CH:29]=[C:30]([NH:33][C:2]3[C:11]4[C:10](=[CH:14][NH:13][N:12]=4)[C:9]4[C:4]([N:3]=3)=[CH:5][N:6]=[CH:7][CH:8]=4)[CH:31]=2)[CH:26]=[N:25]1, predict the reactants needed to synthesize it. The reactants are: Cl[C:2]1[C:11]2=[N:12][N:13](CC3C=CC(OC)=CC=3)[CH:14]=[C:10]2[C:9]2[CH:8]=[CH:7][N:6]=[CH:5][C:4]=2[N:3]=1.[NH:24]1[C:32]2[C:27](=[CH:28][CH:29]=[C:30]([NH2:33])[CH:31]=2)[CH:26]=[N:25]1.Cl.